Task: Predict the product of the given reaction.. Dataset: Forward reaction prediction with 1.9M reactions from USPTO patents (1976-2016) (1) The product is: [CH:1]1([C:4]2[N:13]=[C:12]([N:14]3[CH2:15][CH:16]=[C:17]([C:20]4[CH:25]=[CH:24][CH:23]=[CH:22][C:21]=4[O:26][CH3:27])[CH2:18][CH2:19]3)[C:11]3[C:6](=[CH:7][C:8]([O:30][CH3:31])=[C:9]([O:28][CH3:29])[CH:10]=3)[N:5]=2)[CH2:2][CH2:3]1. Given the reactants [CH:1]1([C:4]2[N:13]=[C:12]([N:14]3[CH2:19][CH2:18][CH:17]([C:20]4[CH:25]=[CH:24][CH:23]=[CH:22][C:21]=4[O:26][CH3:27])[CH2:16][CH2:15]3)[C:11]3[C:6](=[CH:7][C:8]([O:30][CH3:31])=[C:9]([O:28][CH3:29])[CH:10]=3)[N:5]=2)[CH2:3][CH2:2]1.COC1C=CC=CC=1C1CCNCC=1.COC1C=CC=CC=1C1CCNCC1, predict the reaction product. (2) Given the reactants [CH2:1]([OH:10])[C@@H:2]([C@H:4]([C@@H:6]([CH2:8][OH:9])[OH:7])[OH:5])[OH:3].[O:11]=[CH:12][C@@H:13]([C@H:15]([C@@H:17]([C@@H:19]([CH2:21][OH:22])[OH:20])[OH:18])[OH:16])[OH:14], predict the reaction product. The product is: [CH2:1]([OH:10])[C@@H:2]([C@H:4]([C@@H:6]([CH2:8][OH:9])[OH:7])[OH:5])[OH:3].[OH:11][CH2:12][C:13]([C@H:15]([C@@H:17]([CH2:19][OH:20])[OH:18])[OH:16])=[O:14].[O:11]=[CH:12][C@@H:13]([C@H:15]([C@@H:17]([C@@H:19]([CH2:21][OH:22])[OH:20])[OH:18])[OH:16])[OH:14]. (3) The product is: [CH3:14][S:13][CH:5]1[C:4]2[C:8](=[CH:9][CH:10]=[CH:11][C:3]=2[CH2:2][O:1][Si:15]([C:18]([CH3:21])([CH3:20])[CH3:19])([CH3:17])[CH3:16])[NH:7][C:6]1=[O:12]. Given the reactants [OH:1][CH2:2][C:3]1[CH:11]=[CH:10][CH:9]=[C:8]2[C:4]=1[CH:5]([S:13][CH3:14])[C:6](=[O:12])[NH:7]2.[Si:15](Cl)([C:18]([CH3:21])([CH3:20])[CH3:19])([CH3:17])[CH3:16].N1C=CN=C1, predict the reaction product. (4) Given the reactants [NH2:1]/[C:2](/[CH:9]1[CH2:14][N:13]([C:15]([O:17][C:18]([CH3:21])([CH3:20])[CH3:19])=[O:16])[CH2:12][CH2:11][N:10]1[C:22]([O:24][C:25]([CH3:28])([CH3:27])[CH3:26])=[O:23])=[CH:3]\[C:4]([O:6][CH2:7][CH3:8])=[O:5].[CH3:29][C:30](=O)[C:31]#[CH:32], predict the reaction product. The product is: [CH2:7]([O:6][C:4]([C:3]1[C:2]([CH:9]2[CH2:14][N:13]([C:15]([O:17][C:18]([CH3:19])([CH3:20])[CH3:21])=[O:16])[CH2:12][CH2:11][N:10]2[C:22]([O:24][C:25]([CH3:27])([CH3:26])[CH3:28])=[O:23])=[N:1][C:31]([CH3:32])=[CH:30][CH:29]=1)=[O:5])[CH3:8]. (5) The product is: [NH2:10][CH2:9][CH2:8][C:6]1[CH:7]=[C:2]([Cl:1])[CH:3]=[CH:4][C:5]=1[S:14]([NH2:15])(=[O:17])=[O:16]. Given the reactants [Cl:1][C:2]1[CH:3]=[CH:4][C:5]([S:14](=[O:17])(=[O:16])[NH2:15])=[C:6]([CH2:8][CH2:9][NH:10]C(=O)C)[CH:7]=1.[OH-].[K+].Cl, predict the reaction product. (6) The product is: [Si:18]([O:17][CH2:16][CH2:15][NH:14][C:13]1[C:12]2[C:7](=[CH:8][CH:9]=[CH:10][N:11]=2)[N:6]=[CH:5][C:4]=1[N+:1]([O-:3])=[O:2])([C:21]([CH3:24])([CH3:23])[CH3:22])([CH3:20])[CH3:19]. Given the reactants [N+:1]([C:4]1[CH:5]=[N:6][C:7]2[C:12]([C:13]=1[NH:14][CH2:15][CH2:16][OH:17])=[N:11][CH:10]=[CH:9][CH:8]=2)([O-:3])=[O:2].[Si:18](Cl)([C:21]([CH3:24])([CH3:23])[CH3:22])([CH3:20])[CH3:19].CO, predict the reaction product. (7) The product is: [C:19]([O:18][C:17]([N:16]([C@H:10]1[CH2:9][O:8][CH2:7][C@H:6]([O:31][CH2:32][CH2:33][CH2:34][CH3:35])[C@@H:5]([O:4][CH2:1][CH:2]=[O:37])[C@H:13]([CH3:14])[O:12][C:11]1=[O:15])[C:24](=[O:25])[O:26][C:27]([CH3:28])([CH3:29])[CH3:30])=[O:23])([CH3:21])([CH3:22])[CH3:20]. Given the reactants [CH2:1]([O:4][C@H:5]1[C@H:13]([CH3:14])[O:12][C:11](=[O:15])[C@@H:10]([N:16]([C:24]([O:26][C:27]([CH3:30])([CH3:29])[CH3:28])=[O:25])[C:17](=[O:23])[O:18][C:19]([CH3:22])([CH3:21])[CH3:20])[CH2:9][O:8][CH2:7][C@@H:6]1[O:31][CH2:32][CH2:33][CH2:34][CH3:35])[CH:2]=C.C([O-])(O)=[O:37].[Na+].O=[O+][O-].CSC, predict the reaction product.